From a dataset of Retrosynthesis with 50K atom-mapped reactions and 10 reaction types from USPTO. Predict the reactants needed to synthesize the given product. (1) Given the product Cc1ccc(F)cc1S(=O)(=O)Nc1cccc(COCc2ccc(F)cc2)n1, predict the reactants needed to synthesize it. The reactants are: Cc1ccc(F)cc1S(=O)(=O)Cl.Nc1cccc(COCc2ccc(F)cc2)n1. (2) Given the product Cn1cc(NC(=O)c2cccc(-c3ccnc(NCC4CC4)c3)n2)c(C(N)=O)n1, predict the reactants needed to synthesize it. The reactants are: Cn1cc(NC(=O)c2cccc(-c3ccnc(N(CC4CC4)C(=O)OC(C)(C)C)c3)n2)c(C(N)=O)n1. (3) Given the product O=C1Nc2c(cccc2-c2ccccc2)C1=O, predict the reactants needed to synthesize it. The reactants are: O=C1Nc2c(I)cccc2C1=O.OB(O)c1ccccc1. (4) Given the product CCOC(=O)N1CCC(c2nc(-c3ccc(F)cc3)c(-c3ccnc(N[C@@H](C)c4ccccc4)c3)s2)CC1, predict the reactants needed to synthesize it. The reactants are: CCOC(=O)N1CCC(c2nc(-c3ccc(F)cc3)c(-c3ccnc(F)c3)s2)CC1.C[C@H](N)c1ccccc1. (5) Given the product Cc1cc(N)c2cc(C(=O)Nc3ccc(CNC(=O)c4ccnc(Cl)c4)cc3)ccc2n1, predict the reactants needed to synthesize it. The reactants are: Cc1cc(N)c2cc(C(=O)Nc3ccc(CN)cc3)ccc2n1.O=C(O)c1ccnc(Cl)c1.